Dataset: Catalyst prediction with 721,799 reactions and 888 catalyst types from USPTO. Task: Predict which catalyst facilitates the given reaction. (1) Reactant: Br[C:2]1[CH:3]=[C:4]([F:30])[C:5]2[N:6]([C:8]([S:11][C:12]3[CH:13]=[C:14]4[C:19](=[CH:20][CH:21]=3)[N:18]=[CH:17][C:16]([N:22]3[CH2:26][CH2:25][C@H:24]([N:27]([CH3:29])[CH3:28])[CH2:23]3)=[CH:15]4)=[N:9][N:10]=2)[CH:7]=1.N#N.C([Sn](CCCC)(CCCC)[C:38]([O:40][CH2:41][CH3:42])=[CH2:39])CCC. Product: [CH2:41]([O:40][C:38]([C:2]1[CH:3]=[C:4]([F:30])[C:5]2[N:6]([C:8]([S:11][C:12]3[CH:13]=[C:14]4[C:19](=[CH:20][CH:21]=3)[N:18]=[CH:17][C:16]([N:22]3[CH2:26][CH2:25][C@H:24]([N:27]([CH3:28])[CH3:29])[CH2:23]3)=[CH:15]4)=[N:9][N:10]=2)[CH:7]=1)=[CH2:39])[CH3:42]. The catalyst class is: 233. (2) The catalyst class is: 1. Product: [CH3:11][N:12]([C:2]1[CH:10]=[CH:9][CH:8]=[CH:7][C:3]=1[C:4]([OH:6])=[O:5])[C:13]1[CH:18]=[CH:17][CH:16]=[CH:15][CH:14]=1. Reactant: F[C:2]1[CH:10]=[CH:9][CH:8]=[CH:7][C:3]=1[C:4]([OH:6])=[O:5].[CH3:11][N-:12][C:13]1[CH:18]=[CH:17][CH:16]=[CH:15][CH:14]=1.[Li+].O.Cl.